Dataset: Full USPTO retrosynthesis dataset with 1.9M reactions from patents (1976-2016). Task: Predict the reactants needed to synthesize the given product. (1) Given the product [O:17]=[S:2]1(=[O:1])[CH2:6][CH2:5][CH2:4][N:3]1[CH2:7][C:8]1[CH:9]=[CH:10][C:11]([C:12]([N:30]2[CH2:31][CH2:32][N:27]([C:20]3[C:19]([CH3:18])=[CH:24][C:23]([CH3:25])=[C:22]([CH3:26])[N:21]=3)[CH2:28][CH2:29]2)=[O:14])=[CH:15][CH:16]=1, predict the reactants needed to synthesize it. The reactants are: [O:1]=[S:2]1(=[O:17])[CH2:6][CH2:5][CH2:4][N:3]1[CH2:7][C:8]1[CH:16]=[CH:15][C:11]([C:12]([OH:14])=O)=[CH:10][CH:9]=1.[CH3:18][C:19]1[C:20]([N:27]2[CH2:32][CH2:31][NH:30][CH2:29][CH2:28]2)=[N:21][C:22]([CH3:26])=[C:23]([CH3:25])[CH:24]=1. (2) Given the product [C:27]1([CH:25]([N:22]2[CH2:23][CH2:24][C:19]3([NH:16]/[C:13](=[N:12]/[C:10]([C:3]4[C:2]([NH2:1])=[N:7][C:6]([NH2:8])=[C:5]([Cl:9])[N:4]=4)=[O:11])/[NH:17][CH2:18]3)[CH2:20][CH2:21]2)[CH3:26])[CH:28]=[CH:29][CH:30]=[CH:31][CH:32]=1, predict the reactants needed to synthesize it. The reactants are: [NH2:1][C:2]1[C:3]([C:10]([NH:12][C:13](=[NH:16])SC)=[O:11])=[N:4][C:5]([Cl:9])=[C:6]([NH2:8])[N:7]=1.[NH2:17][CH2:18][C:19]1(N)[CH2:24][CH2:23][N:22]([CH:25]([C:27]2[CH:32]=[CH:31][CH:30]=[CH:29][CH:28]=2)[CH3:26])[CH2:21][CH2:20]1. (3) The reactants are: Cl[C:2]1[N:3]=[CH:4][C:5]2[NH:11][C:10](=[O:12])[CH2:9][CH2:8][N:7]([CH:13]3[CH2:18][CH2:17][CH2:16][CH2:15][CH2:14]3)[C:6]=2[N:19]=1.[NH2:20][C:21]1[CH:29]=[CH:28][C:24]([C:25]([OH:27])=[O:26])=[CH:23][C:22]=1[O:30][CH3:31].Cl. Given the product [CH:13]1([N:7]2[CH2:8][CH2:9][C:10](=[O:12])[NH:11][C:5]3[CH:4]=[N:3][C:2]([NH:20][C:21]4[CH:29]=[CH:28][C:24]([C:25]([OH:27])=[O:26])=[CH:23][C:22]=4[O:30][CH3:31])=[N:19][C:6]2=3)[CH2:18][CH2:17][CH2:16][CH2:15][CH2:14]1, predict the reactants needed to synthesize it.